From a dataset of NCI-60 drug combinations with 297,098 pairs across 59 cell lines. Regression. Given two drug SMILES strings and cell line genomic features, predict the synergy score measuring deviation from expected non-interaction effect. (1) Drug 1: CCCS(=O)(=O)NC1=C(C(=C(C=C1)F)C(=O)C2=CNC3=C2C=C(C=N3)C4=CC=C(C=C4)Cl)F. Drug 2: CN(CCCl)CCCl.Cl. Cell line: 786-0. Synergy scores: CSS=30.1, Synergy_ZIP=-6.99, Synergy_Bliss=8.17, Synergy_Loewe=0.600, Synergy_HSA=8.35. (2) Drug 2: C1=NC2=C(N=C(N=C2N1C3C(C(C(O3)CO)O)F)Cl)N. Drug 1: CC1C(C(CC(O1)OC2CC(OC(C2O)C)OC3=CC4=CC5=C(C(=O)C(C(C5)C(C(=O)C(C(C)O)O)OC)OC6CC(C(C(O6)C)O)OC7CC(C(C(O7)C)O)OC8CC(C(C(O8)C)O)(C)O)C(=C4C(=C3C)O)O)O)O. Cell line: SNB-75. Synergy scores: CSS=8.59, Synergy_ZIP=-0.424, Synergy_Bliss=-2.92, Synergy_Loewe=-1.65, Synergy_HSA=-2.43. (3) Synergy scores: CSS=14.6, Synergy_ZIP=-4.83, Synergy_Bliss=-2.54, Synergy_Loewe=-2.64, Synergy_HSA=-2.63. Drug 2: C#CCC(CC1=CN=C2C(=N1)C(=NC(=N2)N)N)C3=CC=C(C=C3)C(=O)NC(CCC(=O)O)C(=O)O. Cell line: RXF 393. Drug 1: COC1=CC(=CC(=C1O)OC)C2C3C(COC3=O)C(C4=CC5=C(C=C24)OCO5)OC6C(C(C7C(O6)COC(O7)C8=CC=CS8)O)O. (4) Drug 1: CC1=C(C(CCC1)(C)C)C=CC(=CC=CC(=CC(=O)O)C)C. Drug 2: C1=CC=C(C(=C1)C(C2=CC=C(C=C2)Cl)C(Cl)Cl)Cl. Cell line: OVCAR-5. Synergy scores: CSS=5.15, Synergy_ZIP=-1.61, Synergy_Bliss=-0.488, Synergy_Loewe=-2.57, Synergy_HSA=0.314.